This data is from Catalyst prediction with 721,799 reactions and 888 catalyst types from USPTO. The task is: Predict which catalyst facilitates the given reaction. (1) Reactant: C([O:3][C:4](=[O:26])[C@H:5]([OH:25])[CH2:6][C@H:7]([NH:16][C:17]([C:19]1[N:20]=[N:21][N:22]([OH:24])[CH:23]=1)=[O:18])[CH2:8][C:9]1[CH:14]=[CH:13][C:12](Br)=[CH:11][CH:10]=1)C.[Cl:27][C:28]1[CH:29]=[CH:30][C:31]([F:37])=[C:32](B(O)O)[CH:33]=1.C([O-])([O-])=O.[K+].[K+].CCO.O.[Li+].[OH-]. Product: [Cl:27][C:28]1[CH:33]=[CH:32][C:31]([F:37])=[C:30]([C:12]2[CH:11]=[CH:10][C:9]([CH2:8][C@@H:7]([NH:16][C:17]([C:19]3[N:20]=[N:21][N:22]([OH:24])[CH:23]=3)=[O:18])[CH2:6][C@@H:5]([OH:25])[C:4]([OH:3])=[O:26])=[CH:14][CH:13]=2)[CH:29]=1. The catalyst class is: 45. (2) Reactant: C(OC([N:8]1[CH2:12][CH2:11][CH2:10][C@H:9]1[C@@H:13]([OH:31])[C@H:14]([C:24]1[CH:29]=[CH:28][CH:27]=[C:26]([F:30])[CH:25]=1)[N:15]1[C:23]2[C:18](=[CH:19][CH:20]=[CH:21][CH:22]=2)[CH:17]=[CH:16]1)=O)(C)(C)C.Cl. Product: [F:30][C:26]1[CH:25]=[C:24]([C@H:14]([N:15]2[C:23]3[C:18](=[CH:19][CH:20]=[CH:21][CH:22]=3)[CH:17]=[CH:16]2)[C@@H:13]([C@@H:9]2[CH2:10][CH2:11][CH2:12][NH:8]2)[OH:31])[CH:29]=[CH:28][CH:27]=1. The catalyst class is: 5.